This data is from Catalyst prediction with 721,799 reactions and 888 catalyst types from USPTO. The task is: Predict which catalyst facilitates the given reaction. (1) Reactant: [CH2:1]([O:8][C:9](=[O:19])[NH:10][CH2:11][CH2:12][CH:13]=[N:14][NH:15][CH:16]([CH3:18])[CH3:17])[C:2]1[CH:7]=[CH:6][CH:5]=[CH:4][CH:3]=1.[F:20][C:21]1[CH:26]=[CH:25][C:24]([CH:27]=[C:28]([N+]([O-])=O)[CH2:29][CH:30]2[O:34][CH2:33][CH2:32][O:31]2)=[CH:23][CH:22]=1. Product: [CH2:1]([O:8][C:9](=[O:19])[NH:10][CH2:11][CH2:12][C:13]1[C:28]([CH2:29][CH:30]2[O:34][CH2:33][CH2:32][O:31]2)=[C:27]([C:24]2[CH:25]=[CH:26][C:21]([F:20])=[CH:22][CH:23]=2)[N:15]([CH:16]([CH3:17])[CH3:18])[N:14]=1)[C:2]1[CH:3]=[CH:4][CH:5]=[CH:6][CH:7]=1. The catalyst class is: 424. (2) Reactant: [Br:1][C:2]1[CH:11]=[C:10]2[C:5]([N:6]=[C:7](Cl)[C:8]3[N:9]2[CH:12]=[CH:13][N:14]=3)=[CH:4][C:3]=1[C:16]([F:19])([F:18])[F:17].[CH2:20]([CH2:23][OH:24])[CH2:21][NH2:22]. The catalyst class is: 12. Product: [Br:1][C:2]1[CH:11]=[C:10]2[C:5]([N:6]=[C:7]([NH:22][CH2:21][CH2:20][CH2:23][OH:24])[C:8]3[N:9]2[CH:12]=[CH:13][N:14]=3)=[CH:4][C:3]=1[C:16]([F:19])([F:18])[F:17]. (3) Reactant: [F:1][C:2]1[CH:3]=[C:4]([CH:14]=[CH:15][CH:16]=1)[CH2:5][N:6]1[CH:11]=[CH:10][C:9]([OH:12])=[CH:8][C:7]1=[O:13].C([O-])([O-])=O.[K+].[K+].[F:23][C:24]1[CH:31]=[C:30]([F:32])[CH:29]=[CH:28][C:25]=1[CH2:26]Br. Product: [F:23][C:24]1[CH:31]=[C:30]([F:32])[CH:29]=[CH:28][C:25]=1[CH2:26][O:12][C:9]1[CH:10]=[CH:11][N:6]([CH2:5][C:4]2[CH:14]=[CH:15][CH:16]=[C:2]([F:1])[CH:3]=2)[C:7](=[O:13])[CH:8]=1. The catalyst class is: 21. (4) Reactant: [CH:1]1([C:7]([NH:9][C:10]2[CH:11]=[C:12]([CH:18]=[CH:19][CH:20]=2)[C:13]([O:15]CC)=O)=[O:8])[CH2:6][CH2:5][CH2:4][CH2:3][CH2:2]1.Cl[C:22]1N=CC=CN=1.[Li+].C[Si]([N-][Si](C)(C)C)(C)C.[CH3:38][C:39]1[CH:44]=[CH:43][N:42]=[C:41]([Cl:45])[N:40]=1. Product: [Cl:45][C:41]1[N:40]=[C:39]([CH2:38][C:13]([C:12]2[CH:11]=[C:10]([N:9]([CH3:22])[C:7]([CH:1]3[CH2:2][CH2:3][CH2:4][CH2:5][CH2:6]3)=[O:8])[CH:20]=[CH:19][CH:18]=2)=[O:15])[CH:44]=[CH:43][N:42]=1. The catalyst class is: 1. (5) Reactant: [Br:1][C:2]1[C:3]([Cl:19])=[C:4]([NH:11][C:12](=[O:18])[O:13][C:14]([CH3:17])([CH3:16])[CH3:15])[CH:5]=[C:6]([CH:8]([F:10])[F:9])[CH:7]=1.C[Si]([N-][Si](C)(C)C)(C)C.[Na+].[CH3:30][O:31][C:32]1[CH:39]=[CH:38][C:35]([CH2:36]Cl)=[CH:34][CH:33]=1.[Li+].[Cl-]. Product: [Br:1][C:2]1[C:3]([Cl:19])=[C:4]([N:11]([CH2:36][C:35]2[CH:38]=[CH:39][C:32]([O:31][CH3:30])=[CH:33][CH:34]=2)[C:12](=[O:18])[O:13][C:14]([CH3:15])([CH3:16])[CH3:17])[CH:5]=[C:6]([CH:8]([F:10])[F:9])[CH:7]=1. The catalyst class is: 31. (6) Reactant: C(N(CC)CC)C.Cl[CH2:9][C:10](Cl)=[O:11].[NH2:13][C:14]1([CH2:27][OH:28])[CH2:19][CH2:18][N:17]([CH2:20][C:21]2[CH:26]=[CH:25][CH:24]=[CH:23][CH:22]=2)[CH2:16][CH2:15]1.CC(C)([O-])C.[K+]. Product: [C:21]1([CH2:20][N:17]2[CH2:18][CH2:19][C:14]3([NH:13][C:10](=[O:11])[CH2:9][O:28][CH2:27]3)[CH2:15][CH2:16]2)[CH:26]=[CH:25][CH:24]=[CH:23][CH:22]=1. The catalyst class is: 76. (7) Reactant: [CH3:1][O:2][C:3](=[O:17])[C:4]1[CH:9]=[CH:8][C:7]([C:10]2[S:11][C:12]([CH:15]=O)=[CH:13][CH:14]=2)=[CH:6][CH:5]=1.[S:18]=[C:19]1[N:23]([CH2:24][C:25]2[CH:30]=[C:29]([O:31][CH3:32])[C:28]([O:33][CH3:34])=[C:27]([O:35][CH3:36])[CH:26]=2)[C:22](=[O:37])[CH2:21][S:20]1. Product: [CH3:1][O:2][C:3](=[O:17])[C:4]1[CH:9]=[CH:8][C:7]([C:10]2[S:11][C:12]([CH:15]=[C:21]3[S:20][C:19](=[S:18])[N:23]([CH2:24][C:25]4[CH:26]=[C:27]([O:35][CH3:36])[C:28]([O:33][CH3:34])=[C:29]([O:31][CH3:32])[CH:30]=4)[C:22]3=[O:37])=[CH:13][CH:14]=2)=[CH:6][CH:5]=1. The catalyst class is: 495. (8) Reactant: [O:1]1CCCO[CH:2]1[CH2:7][CH2:8][N:9]1[C:17]2[C:12](=[CH:13][C:14]([O:18][CH:19]([F:21])[F:20])=[CH:15][CH:16]=2)[C:11]([C:22]2[N:23]=[C:24]3[C:30]([C:31]([NH:33][C:34]([CH3:37])([CH3:36])[CH3:35])=[O:32])=[CH:29][N:28]([CH2:38][O:39][CH2:40][CH2:41][Si:42]([CH3:45])([CH3:44])[CH3:43])[C:25]3=[N:26][CH:27]=2)=[N:10]1.Cl.C(=O)([O-])O.[Na+]. Product: [C:34]([NH:33][C:31]([C:30]1[C:24]2[C:25](=[N:26][CH:27]=[C:22]([C:11]3[C:12]4[C:17](=[CH:16][CH:15]=[C:14]([O:18][CH:19]([F:21])[F:20])[CH:13]=4)[N:9]([CH2:8][CH2:7][CH:2]=[O:1])[N:10]=3)[N:23]=2)[N:28]([CH2:38][O:39][CH2:40][CH2:41][Si:42]([CH3:45])([CH3:44])[CH3:43])[CH:29]=1)=[O:32])([CH3:36])([CH3:35])[CH3:37]. The catalyst class is: 21. (9) Reactant: C(N(CC)CC)C.[NH2:8][N:9]1[CH:13]=[CH:12][CH:11]=[C:10]1[C:14]([NH2:16])=[O:15].[CH3:17][C:18]1[CH:26]=[CH:25][C:21]([C:22](Cl)=[O:23])=[CH:20][CH:19]=1. Product: [CH3:17][C:18]1[CH:26]=[CH:25][C:21]([C:22]([NH:8][N:9]2[CH:13]=[CH:12][CH:11]=[C:10]2[C:14]([NH2:16])=[O:15])=[O:23])=[CH:20][CH:19]=1. The catalyst class is: 245. (10) Reactant: [NH:1]1[CH:5]=[N:4][CH:3]=[N:2]1.C(N(CC)C(C)C)(C)C.P(Cl)(Cl)(Cl)=O.[Cl:20][C:21]1[CH:22]=[CH:23][C:24]2[NH:33][C:32](=O)[CH2:31][N:30]3[C:26](=[N:27][C:28]([CH2:35][O:36][CH3:37])=[N:29]3)[C:25]=2[CH:38]=1. Product: [Cl:20][C:21]1[CH:22]=[CH:23][C:24]2[N:33]=[C:32]([N:1]3[CH:5]=[N:4][CH:3]=[N:2]3)[CH2:31][N:30]3[C:26]([C:25]=2[CH:38]=1)=[N:27][C:28]([CH2:35][O:36][CH3:37])=[N:29]3. The catalyst class is: 47.